This data is from Full USPTO retrosynthesis dataset with 1.9M reactions from patents (1976-2016). The task is: Predict the reactants needed to synthesize the given product. (1) Given the product [CH:9]12[CH2:18][CH:13]3[CH2:14][CH:15]([CH2:17][CH:11]([CH2:12]3)[CH:10]1[NH:19][C:29](=[O:30])[CH2:28][C:22](=[O:27])[C:23]([CH3:26])([CH3:25])[CH3:24])[CH2:16]2, predict the reactants needed to synthesize it. The reactants are: C1(C)C=CC=CC=1.Cl.[CH:9]12[CH2:18][CH:13]3[CH2:14][CH:15]([CH2:17][CH:11]([CH2:12]3)[CH:10]1[NH2:19])[CH2:16]2.[OH-].[Na+].[C:22]([CH2:28][C:29](OCC)=[O:30])(=[O:27])[C:23]([CH3:26])([CH3:25])[CH3:24]. (2) Given the product [C:1]1([C@H:7]2[CH2:12][CH2:11][N:10]([C:13]([O:15][C:16]([CH3:17])([CH3:18])[CH3:19])=[O:14])[CH2:9][C@@H:8]2[C:20]([O:22][CH3:23])=[O:21])[CH:6]=[CH:5][CH:4]=[CH:3][CH:2]=1, predict the reactants needed to synthesize it. The reactants are: [C:1]1([C@H:7]2[CH2:12][CH2:11][N:10]([C:13]([O:15][C:16]([CH3:19])([CH3:18])[CH3:17])=[O:14])[CH2:9][C@H:8]2[C:20]([O:22][CH3:23])=[O:21])[CH:6]=[CH:5][CH:4]=[CH:3][CH:2]=1.C[O-].[Na+]. (3) Given the product [CH3:40][CH:34]([C:35]([O:37][C:18]1[CH:19]=[CH:20][C:46]([CH2:48][OH:49])=[CH:47][C:17]=1[C@@H:10]([C:11]1[CH:16]=[CH:15][CH:14]=[CH:13][CH:12]=1)[CH2:9][CH2:8][N:4]([CH:5]([CH3:6])[CH3:7])[CH:1]([CH3:3])[CH3:2])=[O:36])[CH3:33].[CH:33](/[C:32]([OH:39])=[O:38])=[CH:34]\[C:35]([OH:37])=[O:36], predict the reactants needed to synthesize it. The reactants are: [CH:1]([N:4]([CH2:8][CH2:9][C@@H:10]([C:17]1C=C(Br)[CH:20]=[CH:19][C:18]=1OCC1C=CC=CC=1)[C:11]1[CH:16]=[CH:15][CH:14]=[CH:13][CH:12]=1)[CH:5]([CH3:7])[CH3:6])([CH3:3])[CH3:2].[C:32]([OH:39])(=[O:38])/[CH:33]=[CH:34]/[C:35]([OH:37])=[O:36].[CH2:40]1CCCCC1.[CH2:46]([C:48](C)=[O:49])[CH3:47].